From a dataset of Full USPTO retrosynthesis dataset with 1.9M reactions from patents (1976-2016). Predict the reactants needed to synthesize the given product. (1) Given the product [CH2:1]([NH:8][C:9](=[O:15])[C@H:10]1[CH2:14][CH2:13][CH2:12][N:11]1[CH2:22][CH:16]1[CH2:21][CH2:20][CH2:19][CH2:18][CH2:17]1)[C:2]1[CH:3]=[CH:4][CH:5]=[CH:6][CH:7]=1, predict the reactants needed to synthesize it. The reactants are: [CH2:1]([NH:8][C:9](=[O:15])[C@H:10]1[CH2:14][CH2:13][CH2:12][NH:11]1)[C:2]1[CH:7]=[CH:6][CH:5]=[CH:4][CH:3]=1.[CH:16]1([CH2:22]Br)[CH2:21][CH2:20][CH2:19][CH2:18][CH2:17]1. (2) The reactants are: [C:1]([N:5]1[CH:9]=[C:8]([C:10]([OH:12])=[O:11])[CH:7]=[N:6]1)([CH3:4])([CH3:3])[CH3:2].C([Li])CCC.[Cl:18]C(Cl)(Cl)C(Cl)(Cl)Cl.O. Given the product [C:1]([N:5]1[C:9]([Cl:18])=[C:8]([C:10]([OH:12])=[O:11])[CH:7]=[N:6]1)([CH3:4])([CH3:2])[CH3:3], predict the reactants needed to synthesize it.